Dataset: Forward reaction prediction with 1.9M reactions from USPTO patents (1976-2016). Task: Predict the product of the given reaction. Given the reactants [Br:1][C:2]1[C:3]([O:15][CH2:16][C:17]2[CH:22]=[CH:21][CH:20]=[CH:19][N:18]=2)=[N:4][C:5]([C:11]([F:14])([F:13])[F:12])=[C:6]([CH:10]=1)[C:7]([OH:9])=O.[NH2:23][C@H:24]([CH2:29][OH:30])[CH2:25][CH:26]([CH3:28])[CH3:27], predict the reaction product. The product is: [Br:1][C:2]1[C:3]([O:15][CH2:16][C:17]2[CH:22]=[CH:21][CH:20]=[CH:19][N:18]=2)=[N:4][C:5]([C:11]([F:14])([F:13])[F:12])=[C:6]([CH:10]=1)[C:7]([NH:23][CH:24]([CH2:29][OH:30])[CH2:25][CH:26]([CH3:28])[CH3:27])=[O:9].